Dataset: Catalyst prediction with 721,799 reactions and 888 catalyst types from USPTO. Task: Predict which catalyst facilitates the given reaction. Reactant: C(OC([NH:8][C:9]1[S:10][C:11]2[CH:17]=[C:16]([O:18][S:19]([C:22]3[CH:27]=[CH:26][C:25]([NH:28][CH2:29][C:30]([OH:33])([CH3:32])[CH3:31])=[CH:24][CH:23]=3)(=[O:21])=[O:20])[CH:15]=[CH:14][C:12]=2[N:13]=1)=O)(C)(C)C.[F:34][C:35]([F:40])([F:39])[C:36]([OH:38])=[O:37]. Product: [F:34][C:35]([F:40])([F:39])[C:36]([OH:38])=[O:37].[NH2:8][C:9]1[S:10][C:11]2[CH:17]=[C:16]([O:18][S:19]([C:22]3[CH:23]=[CH:24][C:25]([NH:28][CH2:29][C:30]([OH:33])([CH3:31])[CH3:32])=[CH:26][CH:27]=3)(=[O:20])=[O:21])[CH:15]=[CH:14][C:12]=2[N:13]=1. The catalyst class is: 46.